Predict the product of the given reaction. From a dataset of Forward reaction prediction with 1.9M reactions from USPTO patents (1976-2016). Given the reactants [C:1]([NH:9][CH2:10][CH2:11]/[CH:12]=[CH:13]/[CH2:14][C:15]([NH:17][C:18]1[CH:23]=[CH:22][CH:21]=[CH:20][C:19]=1[NH:24][C:25](=[O:31])[O:26][C:27]([CH3:30])([CH3:29])[CH3:28])=[O:16])(=[O:8])[C:2]1[CH:7]=[CH:6][CH:5]=[CH:4][CH:3]=1.CO[Na].[NH4+].[Cl-], predict the reaction product. The product is: [C:1]([NH:9][CH2:10][CH2:11][CH2:12]/[CH:13]=[CH:14]/[C:15]([NH:17][C:18]1[CH:23]=[CH:22][CH:21]=[CH:20][C:19]=1[NH:24][C:25](=[O:31])[O:26][C:27]([CH3:29])([CH3:28])[CH3:30])=[O:16])(=[O:8])[C:2]1[CH:7]=[CH:6][CH:5]=[CH:4][CH:3]=1.[C:1]([NH:9][CH2:10][CH2:11]/[CH:12]=[CH:13]/[CH2:14][C:15]([NH:17][C:18]1[CH:23]=[CH:22][CH:21]=[CH:20][C:19]=1[NH:24][C:25](=[O:31])[O:26][C:27]([CH3:29])([CH3:28])[CH3:30])=[O:16])(=[O:8])[C:2]1[CH:7]=[CH:6][CH:5]=[CH:4][CH:3]=1.